Dataset: Retrosynthesis with 50K atom-mapped reactions and 10 reaction types from USPTO. Task: Predict the reactants needed to synthesize the given product. (1) Given the product N#CCOS(=O)(=O)c1cccc([N+](=O)[O-])c1, predict the reactants needed to synthesize it. The reactants are: N#CCO.O=[N+]([O-])c1cccc(S(=O)(=O)Cl)c1. (2) Given the product Nc1c(CCO)cccc1C(=O)c1ccccc1, predict the reactants needed to synthesize it. The reactants are: Nc1c(CCO)cccc1C(O)c1ccccc1. (3) Given the product CN(C)Cc1ccc(-c2noc(-c3nnn(-c4ccccc4F)c3-c3ccncc3)n2)cc1, predict the reactants needed to synthesize it. The reactants are: CNC.O=Cc1ccc(-c2noc(-c3nnn(-c4ccccc4F)c3-c3ccncc3)n2)cc1. (4) Given the product CC(=O)SCC(C)C(=O)OC(=O)CO, predict the reactants needed to synthesize it. The reactants are: CC(=O)SCC(C)C(=O)O.O=C(O)CO. (5) Given the product NS(=O)(=O)c1ccccc1-c1ccc(C(=O)O)cc1, predict the reactants needed to synthesize it. The reactants are: NS(=O)(=O)c1ccccc1Br.O=C(O)c1ccc(B(O)O)cc1.